Task: Predict which catalyst facilitates the given reaction.. Dataset: Catalyst prediction with 721,799 reactions and 888 catalyst types from USPTO (1) Reactant: [CH3:1][N:2]1[CH:6]=[C:5]([C:7]2[CH:8]=[C:9]3[CH:15]=[CH:14][N:13]([S:16]([C:19]4[CH:24]=[CH:23][CH:22]=[CH:21][CH:20]=4)(=[O:18])=[O:17])[C:10]3=[N:11][CH:12]=2)[CH:4]=[N:3]1.[Br:25]N1C(=O)CCC1=O. The catalyst class is: 7. Product: [Br:25][C:15]1[C:9]2[C:10](=[N:11][CH:12]=[C:7]([C:5]3[CH:4]=[N:3][N:2]([CH3:1])[CH:6]=3)[CH:8]=2)[N:13]([S:16]([C:19]2[CH:20]=[CH:21][CH:22]=[CH:23][CH:24]=2)(=[O:18])=[O:17])[CH:14]=1. (2) Reactant: O.O.C([O-])(=O)C.[Zn+2:7].C([O-])(=O)C.[OH:12][C:13]1[CH:14]=[CH:15][CH:16]=[C:17]2[C:22]=1[N:21]=[CH:20][CH:19]=[CH:18]2. Product: [CH:15]1[CH:14]=[C:13]([O-:12])[C:22]2[N:21]=[CH:20][CH:19]=[CH:18][C:17]=2[CH:16]=1.[CH:15]1[CH:14]=[C:13]([O-:12])[C:22]2[N:21]=[CH:20][CH:19]=[CH:18][C:17]=2[CH:16]=1.[Zn+2:7]. The catalyst class is: 5. (3) Reactant: [CH3:1][O:2][C:3]1[C:8]2[O:9][C:10]3[CH:15]=[CH:14][CH:13]=[CH:12][C:11]=3[C:7]=2[C:6]([C:16]2([C:27]#[N:28])[CH2:25][CH2:24][C:23]3[N:22]=[CH:21][NH:20][C:19](=[O:26])[C:18]=3[CH2:17]2)=[CH:5][CH:4]=1.[C:29](=O)([O-])[O-].[Cs+].[Cs+].IC. Product: [CH3:1][O:2][C:3]1[C:8]2[O:9][C:10]3[CH:15]=[CH:14][CH:13]=[CH:12][C:11]=3[C:7]=2[C:6]([C:16]2([C:27]#[N:28])[CH2:25][CH2:24][C:23]3[N:22]=[CH:21][N:20]([CH3:29])[C:19](=[O:26])[C:18]=3[CH2:17]2)=[CH:5][CH:4]=1. The catalyst class is: 3.